This data is from Full USPTO retrosynthesis dataset with 1.9M reactions from patents (1976-2016). The task is: Predict the reactants needed to synthesize the given product. (1) Given the product [CH:15]1([CH2:21][O:5][C:4](=[O:6])[C:3]2[CH:7]=[CH:8][C:9]([C:11]([F:12])([F:13])[F:14])=[CH:10][C:2]=2[O:1][CH2:4][CH:3]2[CH2:7][CH2:8][CH2:9][CH2:10][CH2:2]2)[CH2:20][CH2:19][CH2:18][CH2:17][CH2:16]1, predict the reactants needed to synthesize it. The reactants are: [OH:1][C:2]1[CH:10]=[C:9]([C:11]([F:14])([F:13])[F:12])[CH:8]=[CH:7][C:3]=1[C:4]([OH:6])=[O:5].[CH:15]1([CH2:21]OS(C2C=CC(C)=CC=2)(=O)=O)[CH2:20][CH2:19][CH2:18][CH2:17][CH2:16]1. (2) Given the product [Cl:12][C:13]1[C:18]([CH:19]2[CH2:20][O:9]2)=[CH:17][C:16]([C:21]#[N:22])=[CH:15][C:14]=1[NH:23][C:24]1[N:29]=[C:28]([NH:30][CH:31]2[CH2:32][CH2:33]2)[C:27]2=[N:34][CH:35]=[C:36]([C:37]#[N:38])[N:26]2[N:25]=1, predict the reactants needed to synthesize it. The reactants are: C1C=C(Cl)C=C(C(OO)=[O:9])C=1.[Cl:12][C:13]1[C:18]([CH:19]=[CH2:20])=[CH:17][C:16]([C:21]#[N:22])=[CH:15][C:14]=1[NH:23][C:24]1[N:29]=[C:28]([NH:30][CH:31]2[CH2:33][CH2:32]2)[C:27]2=[N:34][CH:35]=[C:36]([C:37]#[N:38])[N:26]2[N:25]=1. (3) The reactants are: [CH3:1][N:2]1[CH:7]2[CH2:8][CH2:9][CH:3]1[CH2:4][CH:5]([N:10]1[CH2:15][CH2:14][NH:13][CH2:12][CH2:11]1)[CH2:6]2.[NH2:16][C:17]1[C:48]([C:49]([F:52])([F:51])[F:50])=[CH:47][C:20]([CH2:21][C@@H:22]([CH2:26][C:27](=[O:46])[N:28]2[CH2:33][CH2:32][CH:31]([N:34]3[CH2:40][CH2:39][C:38]4[CH:41]=[CH:42][CH:43]=[CH:44][C:37]=4[NH:36][C:35]3=[O:45])[CH2:30][CH2:29]2)[C:23](O)=[O:24])=[CH:19][C:18]=1[Cl:53].CN(C(ON1N=NC2C=CC=CC1=2)=[N+](C)C)C.[B-](F)(F)(F)F.C(N(C(C)C)C(C)C)C.C([O-])([O-])=O.[K+].[K+]. Given the product [NH2:16][C:17]1[C:48]([C:49]([F:51])([F:50])[F:52])=[CH:47][C:20]([CH2:21][C@@H:22]([CH2:26][C:27]([N:28]2[CH2:33][CH2:32][CH:31]([N:34]3[CH2:40][CH2:39][C:38]4[CH:41]=[CH:42][CH:43]=[CH:44][C:37]=4[NH:36][C:35]3=[O:45])[CH2:30][CH2:29]2)=[O:46])[C:23]([N:13]2[CH2:14][CH2:15][N:10]([CH:5]3[CH2:6][CH:7]4[N:2]([CH3:1])[CH:3]([CH2:9][CH2:8]4)[CH2:4]3)[CH2:11][CH2:12]2)=[O:24])=[CH:19][C:18]=1[Cl:53], predict the reactants needed to synthesize it. (4) Given the product [CH3:22][N:2]1[CH2:3][CH2:4][C:5]2[NH:6][C:7]3[C:8]([S:14][C:15]4[CH:20]=[CH:19][C:18]([CH3:21])=[CH:17][CH:16]=4)=[CH:9][CH:10]=[CH:11][C:12]=3[C:13]=2[CH2:1]1, predict the reactants needed to synthesize it. The reactants are: [CH2:1]1[C:13]2[C:12]3[CH:11]=[CH:10][CH:9]=[C:8]([S:14][C:15]4[CH:20]=[CH:19][C:18]([CH3:21])=[CH:17][CH:16]=4)[C:7]=3[NH:6][C:5]=2[CH2:4][CH2:3][NH:2]1.[CH2:22]=O.[BH4-].[Na+]. (5) The reactants are: Br[C:2]1[S:3][C:4]2[CH2:5][C:6]3[C:12]([C:13]4[CH:18]=[CH:17][C:16]([O:19][CH3:20])=[CH:15][CH:14]=4)=[N:11][N:10]([CH2:21][O:22][CH2:23][CH2:24][Si:25]([CH3:28])([CH3:27])[CH3:26])[C:7]=3[C:8]=2[CH:9]=1.CC1(C)C(C)(C)OB([C:37]2[CH:38]=[C:39]([NH2:43])[CH:40]=[N:41][CH:42]=2)O1.C([O-])([O-])=O.[Na+].[Na+]. Given the product [CH3:20][O:19][C:16]1[CH:15]=[CH:14][C:13]([C:12]2[C:6]3[CH2:5][C:4]4[S:3][C:2]([C:37]5[CH:38]=[C:39]([NH2:43])[CH:40]=[N:41][CH:42]=5)=[CH:9][C:8]=4[C:7]=3[N:10]([CH2:21][O:22][CH2:23][CH2:24][Si:25]([CH3:26])([CH3:27])[CH3:28])[N:11]=2)=[CH:18][CH:17]=1, predict the reactants needed to synthesize it. (6) Given the product [Br:20][C:2]1[CH:3]=[CH:4][C:5]([O:12][CH2:13][C:14]2[CH:19]=[CH:18][CH:17]=[CH:16][CH:15]=2)=[C:6]([CH2:8][C:9]([NH2:11])=[O:10])[CH:7]=1, predict the reactants needed to synthesize it. The reactants are: Cl[C:2]1[CH:3]=[CH:4][C:5]([O:12][CH2:13][C:14]2[CH:19]=[CH:18][CH:17]=[CH:16][CH:15]=2)=[C:6]([CH2:8][C:9]([NH2:11])=[O:10])[CH:7]=1.[Br:20]C1C=CC(OCC2C=CC=CC=2)=C(CC(O)=O)C=1.